From a dataset of Forward reaction prediction with 1.9M reactions from USPTO patents (1976-2016). Predict the product of the given reaction. (1) Given the reactants [Cl:1]Cl.[Cl:3][C:4]1[C:17](=[O:18])[C:16]2[C:15]3[CH2:14][CH2:13][C:12]([CH3:20])([CH3:19])[O:11][C:10]=3[CH:9]=[CH:8][C:7]=2[C:6](=[O:21])[CH:5]=1, predict the reaction product. The product is: [Cl:1][C:5]1[C:6](=[O:21])[C:7]2[CH:8]=[CH:9][C:10]3[O:11][C:12]([CH3:19])([CH3:20])[CH2:13][CH2:14][C:15]=3[C:16]=2[C:17](=[O:18])[C:4]=1[Cl:3]. (2) The product is: [CH2:2]([O:16][C:8]1[CH:9]=[C:10]([CH3:15])[C:11]([N+:12]([O-:14])=[O:13])=[C:6]([CH3:5])[CH:7]=1)[C:3]#[CH:4]. Given the reactants Br[CH2:2][C:3]#[CH:4].[CH3:5][C:6]1[CH:7]=[C:8]([OH:16])[CH:9]=[C:10]([CH3:15])[C:11]=1[N+:12]([O-:14])=[O:13].C(=O)([O-])[O-].[K+].[K+].CCCCCC.C(OCC)(=O)C, predict the reaction product. (3) Given the reactants [S:1](Cl)([CH3:4])(=[O:3])=[O:2].[OH:6][C@H:7]1[CH2:12][CH2:11][C@H:10]([N:13]2[CH2:18][CH2:17][N:16]([CH3:19])[C:15](=[O:20])[CH2:14]2)[CH2:9][CH2:8]1.C(N(CC)CC)C, predict the reaction product. The product is: [CH3:4][S:1]([O:6][C@H:7]1[CH2:8][CH2:9][C@H:10]([N:13]2[CH2:18][CH2:17][N:16]([CH3:19])[C:15](=[O:20])[CH2:14]2)[CH2:11][CH2:12]1)(=[O:3])=[O:2]. (4) Given the reactants [O:1]=[S:2]1(=[O:25])[C:8]2[CH:9]=[CH:10][CH:11]=[CH:12][C:7]=2[CH2:6][N:5]([C:13]2[CH:22]=[C:21]([NH2:23])[C:20]3[C:15](=[CH:16][CH:17]=[C:18]([CH3:24])[CH:19]=3)[N:14]=2)[CH2:4][CH2:3]1.Br[CH:27]([CH3:31])[C:28](Cl)=[O:29].[N-:32]=[N+]=[N-].[Na+], predict the reaction product. The product is: [O:25]=[S:2]1(=[O:1])[C:8]2[CH:9]=[CH:10][CH:11]=[CH:12][C:7]=2[CH2:6][N:5]([C:13]2[CH:22]=[C:21]([NH:23][C:28](=[O:29])[C@H:27]([CH3:31])[NH2:32])[C:20]3[C:15](=[CH:16][CH:17]=[C:18]([CH3:24])[CH:19]=3)[N:14]=2)[CH2:4][CH2:3]1. (5) The product is: [N:13]1[CH:12]=[CH:11][N:1]2[CH2:6][CH2:5][CH2:4][CH2:3][C:2]=12. Given the reactants [NH:1]1[CH2:6][CH2:5][CH2:4][CH2:3][C:2]1=O.C(O[CH:11](OCC)[CH2:12][NH2:13])C, predict the reaction product. (6) Given the reactants [CH3:1][C:2]([OH:10])([CH3:9])[CH2:3][C:4]1[CH:5]=[N:6][NH:7][CH:8]=1.[Br:11][C:12]1[CH:17]=[CH:16][C:15](B(O)O)=[CH:14][CH:13]=1.N1C=CC=CC=1, predict the reaction product. The product is: [Br:11][C:12]1[CH:17]=[CH:16][C:15]([N:6]2[CH:5]=[C:4]([CH2:3][C:2]([CH3:9])([OH:10])[CH3:1])[CH:8]=[N:7]2)=[CH:14][CH:13]=1.